This data is from Forward reaction prediction with 1.9M reactions from USPTO patents (1976-2016). The task is: Predict the product of the given reaction. (1) Given the reactants [CH3:1][N:2]1[C:10]2[C:5](=[CH:6][CH:7]=[CH:8][CH:9]=2)[C:4]([C:11]([OH:13])=O)=[CH:3]1.[Cl:14][C:15]1[CH:16]=[C:17]([CH:19]=[CH:20][CH:21]=1)[NH2:18].Cl.CN(C)CCCN=C=NCC, predict the reaction product. The product is: [Cl:14][C:15]1[CH:16]=[C:17]([NH:18][C:11]([C:4]2[C:5]3[C:10](=[CH:9][CH:8]=[CH:7][CH:6]=3)[N:2]([CH3:1])[CH:3]=2)=[O:13])[CH:19]=[CH:20][CH:21]=1. (2) Given the reactants [CH:1]([O:4][C:5]1[CH:21]=[CH:20][C:8]([C:9]([C:11]2[CH:16]=[CH:15][C:14]([N+:17]([O-])=O)=[CH:13][CH:12]=2)=O)=[CH:7][CH:6]=1)([CH3:3])[CH3:2].Cl, predict the reaction product. The product is: [CH:1]([O:4][C:5]1[CH:21]=[CH:20][C:8]([CH2:9][C:11]2[CH:12]=[CH:13][C:14]([NH2:17])=[CH:15][CH:16]=2)=[CH:7][CH:6]=1)([CH3:3])[CH3:2]. (3) Given the reactants C[O:2][C:3]([C:5]1[O:6][C:7]([CH3:24])=[C:8]([CH2:10][NH:11][C:12]2[CH:17]=[CH:16][C:15]([C:18]3[CH:23]=[CH:22][CH:21]=[CH:20][CH:19]=3)=[CH:14][CH:13]=2)[CH:9]=1)=[O:4], predict the reaction product. The product is: [C:15]1([C:18]2[CH:23]=[CH:22][CH:21]=[CH:20][CH:19]=2)[CH:14]=[CH:13][C:12]([NH:11][CH2:10][C:8]2[CH:9]=[C:5]([C:3]([OH:4])=[O:2])[O:6][C:7]=2[CH3:24])=[CH:17][CH:16]=1. (4) The product is: [F:21][C:4]([F:3])([F:22])[S:5]([O:8][C:9]1[C:18]([CH2:19][OH:20])=[CH:17][C:16]2[CH2:15][CH2:14][CH2:13][CH2:12][C:11]=2[CH:10]=1)(=[O:6])=[O:7]. Given the reactants [BH4-].[Na+].[F:3][C:4]([F:22])([F:21])[S:5]([O:8][C:9]1[C:18]([CH:19]=[O:20])=[CH:17][C:16]2[CH2:15][CH2:14][CH2:13][CH2:12][C:11]=2[CH:10]=1)(=[O:7])=[O:6], predict the reaction product.